From a dataset of Forward reaction prediction with 1.9M reactions from USPTO patents (1976-2016). Predict the product of the given reaction. (1) Given the reactants Cl[C:2]1[N:3]=[N:4][C:5]([CH3:8])=[CH:6][CH:7]=1.[Si:9]([C:13]#[CH:14])([CH3:12])([CH3:11])[CH3:10], predict the reaction product. The product is: [CH3:8][C:5]1[N:4]=[N:3][C:2]([C:14]#[C:13][Si:9]([CH3:12])([CH3:11])[CH3:10])=[CH:7][CH:6]=1. (2) Given the reactants Cl[C:2]1[CH:3]=[CH:4][C:5]([N+:9]([O-:11])=[O:10])=[C:6]([CH:8]=1)[NH2:7].[N:12]1([CH2:18][C:19]2[S:23][C:22](B(O)O)=[CH:21][CH:20]=2)[CH2:17][CH2:16][O:15][CH2:14][CH2:13]1.C([O-])([O-])=O.[Na+].[Na+], predict the reaction product. The product is: [N:12]1([CH2:18][C:19]2[S:23][C:22]([C:2]3[CH:3]=[CH:4][C:5]([N+:9]([O-:11])=[O:10])=[C:6]([CH:8]=3)[NH2:7])=[CH:21][CH:20]=2)[CH2:13][CH2:14][O:15][CH2:16][CH2:17]1. (3) Given the reactants Cl[C:2]1[N:7]=[C:6]([C:8]2[CH:9]=[N:10][N:11]([C:13]3([CH2:19][C:20]#[N:21])[CH2:16][CH:15]([C:17]#[N:18])[CH2:14]3)[CH:12]=2)[CH:5]=[CH:4][N:3]=1.[NH2:22][C:23]1[CH:31]=[CH:30][C:26]([C:27]([OH:29])=[O:28])=[CH:25][CH:24]=1.C1(C)C=CC(S(O)(=O)=O)=CC=1, predict the reaction product. The product is: [C:17]([CH:15]1[CH2:16][C:13]([N:11]2[CH:12]=[C:8]([C:6]3[CH:5]=[CH:4][N:3]=[C:2]([NH:22][C:23]4[CH:31]=[CH:30][C:26]([C:27]([OH:29])=[O:28])=[CH:25][CH:24]=4)[N:7]=3)[CH:9]=[N:10]2)([CH2:19][C:20]#[N:21])[CH2:14]1)#[N:18]. (4) The product is: [C:1]1([CH:7]([NH:19][C:24]2[C:23]3[N:27]=[CH:28][N:29]([C:22]=3[N:21]=[CH:20][N:25]=2)[C@@H:30]2[O:34][C@H:33]([CH2:35][OH:36])[C@@H:32]([OH:37])[C@H:31]2[OH:38])[CH3:8])[CH:2]=[CH:3][CH:4]=[CH:5][CH:6]=1. Given the reactants [C:1]1([CH2:7][CH2:8]N)[CH:6]=[CH:5][CH:4]=[CH:3][CH:2]=1.Cl.C1(CC[NH2:19])C=CC=CC=1.[CH:20]1[N:25]=[C:24](Cl)[C:23]2[N:27]=[CH:28][N:29]([C@@H:30]3[O:34][C@H:33]([CH2:35][OH:36])[C@@H:32]([OH:37])[C@H:31]3[OH:38])[C:22]=2[N:21]=1.C(N(CC)CC)C, predict the reaction product. (5) Given the reactants CC1(C)[O:6][C@H:5]([CH2:7]C(O)=O)[C:4](=[O:11])[O:3]1.C([N:15]([CH2:18]C)CC)C.[O:20](P(N=[N+]=[N-])(OC1C=CC=CC=1)=O)C1C=CC=CC=1.[CH:39]1[C:51]2[CH:50]([CH2:52][OH:53])[C:49]3[C:44](=[CH:45][CH:46]=[CH:47][CH:48]=3)[C:43]=2[CH:42]=[CH:41][CH:40]=1.Cl, predict the reaction product. The product is: [C:18]([NH:15][CH2:7][C@H:5]([C:4]([OH:3])=[O:11])[OH:6])([O:53][CH2:52][CH:50]1[C:51]2[C:43](=[CH:42][CH:41]=[CH:40][CH:39]=2)[C:44]2[C:49]1=[CH:48][CH:47]=[CH:46][CH:45]=2)=[O:20]. (6) Given the reactants [CH2:1]([C:3]1[N:4]([CH2:9][CH2:10][NH2:11])[CH:5]=[C:6]([I:8])[N:7]=1)[CH3:2].[F:12][C:13]1[CH:18]=[C:17]([C:19]([F:22])([F:21])[F:20])[CH:16]=[CH:15][C:14]=1[CH2:23][CH2:24][CH:25]=O, predict the reaction product. The product is: [CH2:1]([C:3]1[N:4]2[CH2:9][CH2:10][NH:11][CH:25]([CH2:24][CH2:23][C:14]3[CH:15]=[CH:16][C:17]([C:19]([F:20])([F:21])[F:22])=[CH:18][C:13]=3[F:12])[C:5]2=[C:6]([I:8])[N:7]=1)[CH3:2].